Task: Regression/Classification. Given a drug SMILES string, predict its absorption, distribution, metabolism, or excretion properties. Task type varies by dataset: regression for continuous measurements (e.g., permeability, clearance, half-life) or binary classification for categorical outcomes (e.g., BBB penetration, CYP inhibition). Dataset: cyp3a4_veith.. Dataset: CYP3A4 inhibition data for predicting drug metabolism from PubChem BioAssay The molecule is Cc1ccc(-n2c(N)c(C(=O)NCc3ccco3)sc2=S)cc1. The result is 1 (inhibitor).